This data is from Full USPTO retrosynthesis dataset with 1.9M reactions from patents (1976-2016). The task is: Predict the reactants needed to synthesize the given product. (1) Given the product [Si:14]([O:13][C@H:10]1[CH2:11][CH2:12][NH:8][C@@H:9]1[C@@H:21]([NH:23][C:24]1[CH:29]=[CH:28][C:27]([C:30]#[N:31])=[C:26]([Cl:32])[C:25]=1[CH3:33])[CH3:22])([C:17]([CH3:19])([CH3:20])[CH3:18])([CH3:16])[CH3:15], predict the reactants needed to synthesize it. The reactants are: C(OC([N:8]1[CH2:12][CH2:11][C@H:10]([O:13][Si:14]([C:17]([CH3:20])([CH3:19])[CH3:18])([CH3:16])[CH3:15])[C@H:9]1[C@@H:21]([NH:23][C:24]1[CH:29]=[CH:28][C:27]([C:30]#[N:31])=[C:26]([Cl:32])[C:25]=1[CH3:33])[CH3:22])=O)(C)(C)C.C1(C)C=CC=CC=1. (2) Given the product [Cl:11][CH2:12][C:13]([NH:1][C:2]1[CH:10]=[CH:9][C:5]2[NH:6][CH:7]=[N:8][C:4]=2[CH:3]=1)=[O:14], predict the reactants needed to synthesize it. The reactants are: [NH2:1][C:2]1[CH:10]=[CH:9][C:5]2[N:6]=[CH:7][NH:8][C:4]=2[CH:3]=1.[Cl:11][CH2:12][C:13](Cl)=[O:14].